Binary Classification. Given a drug SMILES string, predict its activity (active/inactive) in a high-throughput screening assay against a specified biological target. From a dataset of Choline transporter screen with 302,306 compounds. (1) The compound is S(=O)(=O)(N(CC(=O)N1CCN(CC1)Cc1ccccc1)c1cc(c(cc1)C)C)C. The result is 0 (inactive). (2) The molecule is S(c1nc2c(nc1N1CCCCC1)cccc2)CC(=O)N1CCN(CC1)c1nccc(c1)C. The result is 0 (inactive). (3) The molecule is S(c1n(CC(C)C)c(=O)c2c(n1)cccc2)CC#N. The result is 0 (inactive).